This data is from Full USPTO retrosynthesis dataset with 1.9M reactions from patents (1976-2016). The task is: Predict the reactants needed to synthesize the given product. Given the product [CH2:1]([O:8][C:9](=[O:15])[C@H:10]([NH:11][S:31]([C:27]1[C:28]([CH3:30])=[CH:29][C:24]([O:23][CH3:22])=[C:25]([CH3:36])[C:26]=1[CH3:35])(=[O:33])=[O:32])[CH:12]([CH3:13])[CH3:14])[C:2]1[CH:7]=[CH:6][CH:5]=[CH:4][CH:3]=1, predict the reactants needed to synthesize it. The reactants are: [CH2:1]([O:8][C:9](=[O:15])[C@@H:10]([CH:12]([CH3:14])[CH3:13])[NH2:11])[C:2]1[CH:7]=[CH:6][CH:5]=[CH:4][CH:3]=1.C[Si](C#N)(C)C.[CH3:22][O:23][C:24]1[CH:29]=[C:28]([CH3:30])[C:27]([S:31](Cl)(=[O:33])=[O:32])=[C:26]([CH3:35])[C:25]=1[CH3:36].Cl.